Dataset: Forward reaction prediction with 1.9M reactions from USPTO patents (1976-2016). Task: Predict the product of the given reaction. (1) Given the reactants [C:1](=[O:16])([O-:15])[O:2][C:3]1[CH:8]=[CH:7][C:6]([F:9])=[C:5](C(C)(C)C)[C:4]=1[F:14].[Li]C[CH2:19][CH2:20][CH3:21].CON(C)[C:25]([C:27]1[CH:28]=[C:29]2[C:34](=[CH:35][CH:36]=1)[N:33]=[CH:32][CH:31]=[N:30]2)=[O:26].[CH2:38]1COCC1, predict the reaction product. The product is: [C:1](=[O:16])([O:2][C:3]1[CH:8]=[CH:7][C:6]([F:9])=[C:5]([C:25]([C:27]2[CH:28]=[C:29]3[C:34](=[CH:35][CH:36]=2)[N:33]=[CH:32][CH:31]=[N:30]3)=[O:26])[C:4]=1[F:14])[O:15][C:20]([CH3:19])([CH3:21])[CH3:38]. (2) Given the reactants [F:1][C:2]1[CH:7]=[CH:6][CH:5]=[CH:4][C:3]=1[C:8]1[C:9]2[C:10]3[CH2:21][CH2:20][NH:19][CH2:18][CH2:17][C:11]=3[NH:12][C:13]=2[CH:14]=[CH:15][CH:16]=1.CC(C)=O.C(Cl)(Cl)Cl.[NH4+].[OH-], predict the reaction product. The product is: [F:1][C:2]1[CH:7]=[CH:6][CH:5]=[CH:4][C:3]=1[C:8]1[C:9]2[CH:10]3[CH2:21][CH2:20][NH:19][CH2:18][CH2:17][CH:11]3[NH:12][C:13]=2[CH:14]=[CH:15][CH:16]=1. (3) Given the reactants [Cl:1][C:2]1[C:3]([C:21]2[CH:26]=[C:25]([Cl:27])[CH:24]=[CH:23][C:22]=2[C:28]#[N:29])=[CH:4][C:5](=[O:20])[N:6]([CH:8]([CH2:16][CH2:17][O:18][CH3:19])[C:9]([O:11]C(C)(C)C)=[O:10])[CH:7]=1.C(O)(C(F)(F)F)=O, predict the reaction product. The product is: [Cl:1][C:2]1[C:3]([C:21]2[CH:26]=[C:25]([Cl:27])[CH:24]=[CH:23][C:22]=2[C:28]#[N:29])=[CH:4][C:5](=[O:20])[N:6]([CH:8]([CH2:16][CH2:17][O:18][CH3:19])[C:9]([OH:11])=[O:10])[CH:7]=1. (4) Given the reactants [OH:1][C@H:2]1[C@H:7]([CH3:8])[CH2:6][CH2:5][C@@H:4]([NH:9][C:10]2[C:15]([C:16]#[N:17])=[CH:14][N:13]=[C:12](S(C)(=O)=O)[N:11]=2)[CH2:3]1.Cl.[C:23]12([NH2:28])[CH2:27][CH:25]([CH2:26]1)[CH2:24]2.CCN(C(C)C)C(C)C, predict the reaction product. The product is: [C:23]12([NH:28][C:12]3[N:11]=[C:10]([NH:9][C@@H:4]4[CH2:5][CH2:6][C@@H:7]([CH3:8])[C@H:2]([OH:1])[CH2:3]4)[C:15]([C:16]#[N:17])=[CH:14][N:13]=3)[CH2:27][CH:25]([CH2:26]1)[CH2:24]2. (5) Given the reactants C[O:2][C:3](=[O:24])[C:4]1[CH:9]=[C:8]([C:10]2[S:11][CH:12]=[C:13]([C:15]3[CH:20]=[CH:19][C:18]([Cl:21])=[C:17]([Cl:22])[CH:16]=3)[N:14]=2)[CH:7]=[CH:6][C:5]=1Br.[Cl:25][C:26]1[CH:31]=[CH:30][C:29](B(O)O)=[CH:28][C:27]=1[C:35]#[N:36], predict the reaction product. The product is: [Cl:25][C:26]1[CH:31]=[CH:30][C:29]([C:5]2[C:4]([C:3]([OH:2])=[O:24])=[CH:9][C:8]([C:10]3[S:11][CH:12]=[C:13]([C:15]4[CH:20]=[CH:19][C:18]([Cl:21])=[C:17]([Cl:22])[CH:16]=4)[N:14]=3)=[CH:7][CH:6]=2)=[CH:28][C:27]=1[C:35]#[N:36]. (6) Given the reactants C[O:2][C:3](=O)[CH2:4][CH2:5][C:6]1[N:14]([CH2:15][C:16]([O:18][C:19]([CH3:22])([CH3:21])[CH3:20])=[O:17])[C:13]2[C:8](=[N:9][CH:10]=[CH:11][CH:12]=2)[CH:7]=1.CC(C)([O-])C.[K+].Cl.C([O-])(O)=O.[Na+], predict the reaction product. The product is: [C:19]([O:18][C:16]([CH:15]1[C:3](=[O:2])[CH2:4][CH2:5][C:6]2[N:14]1[C:13]1[CH:12]=[CH:11][CH:10]=[N:9][C:8]=1[CH:7]=2)=[O:17])([CH3:22])([CH3:21])[CH3:20]. (7) Given the reactants [H-].[Na+].[C:3]([O:7][C:8]([NH:10][C@H:11]([C:15]([OH:17])=[O:16])[CH2:12][O:13][CH3:14])=[O:9])([CH3:6])([CH3:5])[CH3:4].[CH:18]1(NC2CCCCC2)CCCCC1.O.COS(OC)(=O)=O.[OH-].[NH4+].Cl, predict the reaction product. The product is: [C:3]([O:7][C:8]([N:10]([CH3:18])[C@H:11]([C:15]([OH:17])=[O:16])[CH2:12][O:13][CH3:14])=[O:9])([CH3:6])([CH3:4])[CH3:5]. (8) Given the reactants [CH2:1]([O:3][C:4](=[O:28])[CH:5]=[N:6][NH:7][C:8]([N:10]1[CH2:15][CH2:14][N:13]([C:16](=[O:27])[C:17]2[CH:22]=[CH:21][CH:20]=[CH:19][C:18]=2[C:23]([F:26])([F:25])[F:24])[CH2:12][CH2:11]1)=[O:9])[CH3:2].C([O-])(=O)C.[Na+].BrBr, predict the reaction product. The product is: [CH2:1]([O:3][C:4]([C:5]1[O:9][C:8]([N:10]2[CH2:15][CH2:14][N:13]([C:16](=[O:27])[C:17]3[CH:22]=[CH:21][CH:20]=[CH:19][C:18]=3[C:23]([F:25])([F:24])[F:26])[CH2:12][CH2:11]2)=[N:7][N:6]=1)=[O:28])[CH3:2]. (9) Given the reactants [NH2:1][C:2]1[S:6][C:5]([SH:7])=[N:4][N:3]=1.[OH-].[Na+].Cl[CH2:11][C:12](=[O:14])[CH3:13], predict the reaction product. The product is: [NH2:1][C:2]1[S:6][C:5]([S:7][CH2:11][C:12](=[O:14])[CH3:13])=[N:4][N:3]=1.